Dataset: Merck oncology drug combination screen with 23,052 pairs across 39 cell lines. Task: Regression. Given two drug SMILES strings and cell line genomic features, predict the synergy score measuring deviation from expected non-interaction effect. (1) Drug 1: CN(C)C(=N)N=C(N)N. Drug 2: O=C(NOCC(O)CO)c1ccc(F)c(F)c1Nc1ccc(I)cc1F. Cell line: OV90. Synergy scores: synergy=-9.62. (2) Drug 1: CS(=O)(=O)CCNCc1ccc(-c2ccc3ncnc(Nc4ccc(OCc5cccc(F)c5)c(Cl)c4)c3c2)o1. Drug 2: CCc1c2c(nc3ccc(O)cc13)-c1cc3c(c(=O)n1C2)COC(=O)C3(O)CC. Cell line: NCIH1650. Synergy scores: synergy=17.1. (3) Synergy scores: synergy=-0.119. Cell line: LOVO. Drug 2: CCc1cnn2c(NCc3ccc[n+]([O-])c3)cc(N3CCCCC3CCO)nc12. Drug 1: COC1CC2CCC(C)C(O)(O2)C(=O)C(=O)N2CCCCC2C(=O)OC(C(C)CC2CCC(OP(C)(C)=O)C(OC)C2)CC(=O)C(C)C=C(C)C(O)C(OC)C(=O)C(C)CC(C)C=CC=CC=C1C. (4) Drug 1: COC12C(COC(N)=O)C3=C(C(=O)C(C)=C(N)C3=O)N1CC1NC12. Drug 2: C#Cc1cccc(Nc2ncnc3cc(OCCOC)c(OCCOC)cc23)c1. Cell line: HT144. Synergy scores: synergy=-34.4. (5) Drug 1: CN(Cc1cnc2nc(N)nc(N)c2n1)c1ccc(C(=O)NC(CCC(=O)O)C(=O)O)cc1. Drug 2: COC1CC2CCC(C)C(O)(O2)C(=O)C(=O)N2CCCCC2C(=O)OC(C(C)CC2CCC(OP(C)(C)=O)C(OC)C2)CC(=O)C(C)C=C(C)C(O)C(OC)C(=O)C(C)CC(C)C=CC=CC=C1C. Cell line: OVCAR3. Synergy scores: synergy=-44.1. (6) Drug 1: CCN(CC)CCNC(=O)c1c(C)[nH]c(C=C2C(=O)Nc3ccc(F)cc32)c1C. Drug 2: CCC1(O)C(=O)OCc2c1cc1n(c2=O)Cc2cc3c(CN(C)C)c(O)ccc3nc2-1. Cell line: HCT116. Synergy scores: synergy=-1.09. (7) Drug 1: O=S1(=O)NC2(CN1CC(F)(F)F)C1CCC2Cc2cc(C=CCN3CCC(C(F)(F)F)CC3)ccc2C1. Drug 2: CS(=O)(=O)CCNCc1ccc(-c2ccc3ncnc(Nc4ccc(OCc5cccc(F)c5)c(Cl)c4)c3c2)o1. Cell line: SW620. Synergy scores: synergy=7.68.